This data is from Full USPTO retrosynthesis dataset with 1.9M reactions from patents (1976-2016). The task is: Predict the reactants needed to synthesize the given product. Given the product [CH3:1][C:2]1([CH3:20])[C@@H:7]([C:8]([O:10][CH3:11])=[O:9])[CH2:6][C:5]([B:29]2[O:30][C:31]([CH3:33])([CH3:32])[C:27]([CH3:43])([CH3:26])[O:28]2)=[CH:4][CH2:3]1, predict the reactants needed to synthesize it. The reactants are: [CH3:1][C:2]1([CH3:20])[C@@H:7]([C:8]([O:10][CH3:11])=[O:9])[CH2:6][C:5](OS(C(F)(F)F)(=O)=O)=[CH:4][CH2:3]1.CC([O-])=O.[K+].[CH3:26][C:27]1([CH3:43])[C:31]([CH3:33])([CH3:32])[O:30][B:29]([B:29]2[O:30][C:31]([CH3:33])([CH3:32])[C:27]([CH3:43])([CH3:26])[O:28]2)[O:28]1.ClCl.